This data is from CYP3A4 inhibition data for predicting drug metabolism from PubChem BioAssay. The task is: Regression/Classification. Given a drug SMILES string, predict its absorption, distribution, metabolism, or excretion properties. Task type varies by dataset: regression for continuous measurements (e.g., permeability, clearance, half-life) or binary classification for categorical outcomes (e.g., BBB penetration, CYP inhibition). Dataset: cyp3a4_veith. The molecule is O=C(CSc1ccc(Cl)cc1)N1CCN(c2ccc(Cl)cc2[N+](=O)[O-])CC1. The result is 1 (inhibitor).